This data is from Forward reaction prediction with 1.9M reactions from USPTO patents (1976-2016). The task is: Predict the product of the given reaction. (1) Given the reactants [OH:1][C:2]1[CH:7]=[CH:6][C:5]([C:8](=O)/[CH:9]=[CH:10]/[C:11]2[CH:15]=[C:14]([CH3:16])[O:13][N:12]=2)=[CH:4][C:3]=1[CH3:18].[NH2:19][C:20]([NH2:22])=[O:21], predict the reaction product. The product is: [OH:1][C:2]1[CH:7]=[CH:6][C:5]([C:8]2[CH:9]=[C:10]([C:11]3[CH:15]=[C:14]([CH3:16])[O:13][N:12]=3)[NH:22][C:20](=[O:21])[N:19]=2)=[CH:4][C:3]=1[CH3:18]. (2) Given the reactants Br[C:2]1[CH:10]=[CH:9][C:5]([C:6]([OH:8])=[O:7])=[CH:4][C:3]=1[CH3:11].[C:12]1(B(O)O)[CH:17]=[CH:16][CH:15]=[CH:14][CH:13]=1.C1(P(C2C(C(C)C)=C(C3C=CC=CC=3)C(C(C)C)=CC=2C(C)C)C2CCCCC2)CCCCC1.[F-].[K+], predict the reaction product. The product is: [CH3:11][C:3]1[CH:4]=[C:5]([C:6]([OH:8])=[O:7])[CH:9]=[CH:10][C:2]=1[C:12]1[CH:17]=[CH:16][CH:15]=[CH:14][CH:13]=1. (3) Given the reactants [CH3:1][C:2]1([CH3:10])[O:9][C:7](=[O:8])[CH2:6][C:4](=[O:5])[O:3]1.[CH:11]([O-])([O-])OC.[F:16][C:17]1[CH:18]=[CH:19][C:20]([O:24][CH2:25][CH2:26][CH3:27])=[C:21]([CH:23]=1)[NH2:22], predict the reaction product. The product is: [F:16][C:17]1[CH:18]=[CH:19][C:20]([O:24][CH2:25][CH2:26][CH3:27])=[C:21]([NH:22][CH:11]=[C:6]2[C:7](=[O:8])[O:9][C:2]([CH3:10])([CH3:1])[O:3][C:4]2=[O:5])[CH:23]=1. (4) Given the reactants [NH2:1][NH:2][C:3]([C:5]1[CH:10]=[N:9][CH:8]=[CH:7][N:6]=1)=[NH:4].[OH:11][C:12]1[CH:19]=[CH:18][C:17]([OH:20])=[CH:16][C:13]=1[CH:14]=O, predict the reaction product. The product is: [OH:20][C:17]1[CH:18]=[CH:19][C:12]([OH:11])=[C:13]([C:14]2[NH:1][N:2]=[C:3]([C:5]3[CH:10]=[N:9][CH:8]=[CH:7][N:6]=3)[N:4]=2)[CH:16]=1. (5) Given the reactants [Mg].Br[C:3]1[CH:8]=[C:7]([Cl:9])[CH:6]=[CH:5][C:4]=1[CH:10]([CH3:12])[CH3:11].CN(C)[CH:15]=[O:16].Cl, predict the reaction product. The product is: [Cl:9][C:7]1[CH:6]=[CH:5][C:4]([CH:10]([CH3:12])[CH3:11])=[C:3]([CH:8]=1)[CH:15]=[O:16]. (6) The product is: [Br:1][C:2]1[CH:37]=[CH:36][C:5]2[C:6]([NH:23][C:24]([NH:26][C:27]3[C:28]([Cl:35])=[CH:29][C:30]([Cl:34])=[CH:31][C:32]=3[Cl:33])=[O:25])=[C:7]([C:9]([NH:11][C@@H:12]([CH:17]3[CH2:18][CH2:19][CH2:20][CH2:21][CH2:22]3)[C:13]([OH:15])=[O:14])=[O:10])[O:8][C:4]=2[CH:3]=1. Given the reactants [Br:1][C:2]1[CH:37]=[CH:36][C:5]2[C:6]([NH:23][C:24]([NH:26][C:27]3[C:32]([Cl:33])=[CH:31][C:30]([Cl:34])=[CH:29][C:28]=3[Cl:35])=[O:25])=[C:7]([C:9]([NH:11][C@@H:12]([CH:17]3[CH2:22][CH2:21][CH2:20][CH2:19][CH2:18]3)[C:13]([O:15]C)=[O:14])=[O:10])[O:8][C:4]=2[CH:3]=1.Cl, predict the reaction product.